Task: Predict which catalyst facilitates the given reaction.. Dataset: Catalyst prediction with 721,799 reactions and 888 catalyst types from USPTO Reactant: [Cl:1][C:2]1[N:7]=[C:6](N)[C:5]([CH3:9])=[CH:4][N:3]=1.Cl[C:11]1[C:20]2[C:15](=[CH:16][CH:17]=[CH:18][CH:19]=2)[CH:14]=[CH:13][N:12]=1.C([O-])([O-])=O.[Cs+].[Cs+].C1(P(C2C=CC=CC=2)C2C3OC4C(=CC=CC=4P(C4C=CC=CC=4)C4C=CC=CC=4)C(C)(C)C=3C=CC=2)C=CC=CC=1. Product: [Cl:1][C:2]1[N:7]=[C:6]([C:11]2[C:20]3[C:15](=[CH:16][CH:17]=[CH:18][CH:19]=3)[CH:14]=[CH:13][N:12]=2)[C:5]([CH3:9])=[CH:4][N:3]=1. The catalyst class is: 62.